From a dataset of Catalyst prediction with 721,799 reactions and 888 catalyst types from USPTO. Predict which catalyst facilitates the given reaction. (1) Reactant: [K].[C:2]([C:6]1[CH:11]=[CH:10][C:9]([S:12]([NH:15][C:16]2[C:21]([O:22][C:23]3[CH:28]=[CH:27][CH:26]=[CH:25][C:24]=3[O:29][CH3:30])=[C:20](Cl)[N:19]=[C:18]([C:32]3[N:37]=[CH:36][CH:35]=[CH:34][N:33]=3)[N:17]=2)(=[O:14])=[O:13])=[CH:8][CH:7]=1)([CH3:5])([CH3:4])[CH3:3].[OH-].[Ca+2:39].[OH-].[CH2:41]([OH:44])[CH2:42][OH:43]. Product: [CH3:3][C:2]([C:6]1[CH:11]=[CH:10][C:9]([S:12]([NH:15][C:16]2[C:21]([O:22][C:23]3[CH:28]=[CH:27][CH:26]=[CH:25][C:24]=3[O:29][CH3:30])=[C:20]([O:43][CH2:42][CH2:41][OH:44])[N:19]=[C:18]([C:32]3[N:37]=[CH:36][CH:35]=[CH:34][N:33]=3)[N:17]=2)(=[O:14])=[O:13])=[CH:8][CH:7]=1)([CH3:5])[CH3:4].[Ca:39].[CH3:3][C:2]([C:6]1[CH:11]=[CH:10][C:9]([S:12]([NH:15][C:16]2[C:21]([O:22][C:23]3[CH:28]=[CH:27][CH:26]=[CH:25][C:24]=3[O:29][CH3:30])=[C:20]([O:43][CH2:42][CH2:41][OH:44])[N:19]=[C:18]([C:32]3[N:37]=[CH:36][CH:35]=[CH:34][N:33]=3)[N:17]=2)(=[O:14])=[O:13])=[CH:8][CH:7]=1)([CH3:5])[CH3:4]. The catalyst class is: 11. (2) Reactant: Br[C:2]1[CH:3]=[CH:4][C:5]2[O:9][CH2:8][CH2:7][C:6]=2[CH:10]=1.C([Li])CCC.CN(C)[CH:18]=[O:19].Cl. Product: [O:9]1[C:5]2[CH:4]=[CH:3][C:2]([CH:18]=[O:19])=[CH:10][C:6]=2[CH2:7][CH2:8]1. The catalyst class is: 7.